From a dataset of Peptide-MHC class I binding affinity with 185,985 pairs from IEDB/IMGT. Regression. Given a peptide amino acid sequence and an MHC pseudo amino acid sequence, predict their binding affinity value. This is MHC class I binding data. (1) The peptide sequence is FGAAVSLLF. The MHC is HLA-B57:01 with pseudo-sequence HLA-B57:01. The binding affinity (normalized) is 0.0847. (2) The peptide sequence is EIAQHGAWY. The MHC is HLA-B27:05 with pseudo-sequence HLA-B27:05. The binding affinity (normalized) is 0.0847. (3) The peptide sequence is IQKNPDGSW. The MHC is HLA-B57:01 with pseudo-sequence HLA-B57:01. The binding affinity (normalized) is 0.396. (4) The peptide sequence is FTLSFGNST. The MHC is HLA-B44:02 with pseudo-sequence HLA-B44:02. The binding affinity (normalized) is 0.0847. (5) The peptide sequence is RVMAPRALL. The MHC is HLA-C03:03 with pseudo-sequence HLA-C03:03. The binding affinity (normalized) is 0.563.